From a dataset of Reaction yield outcomes from USPTO patents with 853,638 reactions. Predict the reaction yield, written as a fraction of the theoretical maximum amount of product (1.0 means a 100% yield; for example, 0.34 means a 34% yield). (1) The catalyst is CO. The product is [Cl:1][C:2]1[CH:11]=[C:10]([C:12]#[C:13][CH:14]2[CH2:16][CH2:15]2)[CH:9]=[CH:8][C:3]=1[C:4]([OH:6])=[O:5]. The reactants are [Cl:1][C:2]1[CH:11]=[C:10]([C:12]#[C:13][CH:14]2[CH2:16][CH2:15]2)[CH:9]=[CH:8][C:3]=1[C:4]([O:6]C)=[O:5].[OH-].[Na+].C1COCC1. The yield is 0.930. (2) No catalyst specified. The product is [F:29][C:30]1[C:36]([F:37])=[C:35]([F:38])[CH:34]=[CH:33][C:31]=1[NH:32][C:2]1([C:26]#[N:27])[CH2:7][CH2:6][N:5]([C:8]2[CH:13]=[CH:12][C:11]([N:14]3[CH2:18][C@H:17]([CH2:19][NH:20][C:21](=[O:23])[CH3:22])[O:16][C:15]3=[O:24])=[CH:10][C:9]=2[F:25])[CH2:4][CH2:3]1. The reactants are O=[C:2]1[CH2:7][CH2:6][N:5]([C:8]2[CH:13]=[CH:12][C:11]([N:14]3[CH2:18][C@H:17]([CH2:19][NH:20][C:21](=[O:23])[CH3:22])[O:16][C:15]3=[O:24])=[CH:10][C:9]=2[F:25])[CH2:4][CH2:3]1.[C-:26]#[N:27].[Na+].[F:29][C:30]1[C:36]([F:37])=[C:35]([F:38])[CH:34]=[CH:33][C:31]=1[NH2:32]. The yield is 0.680. (3) The reactants are N1C=CC=CC=1.[CH2:7]([C:9]([C:27]1[CH:32]=[CH:31][C:30]([OH:33])=[C:29]([CH3:34])[CH:28]=1)([C:12]1[CH:17]=[CH:16][C:15]([CH:18]=[CH:19][C:20]([CH2:24][CH3:25])([OH:23])[CH2:21][CH3:22])=[C:14]([CH3:26])[CH:13]=1)[CH2:10][CH3:11])[CH3:8].[F:35][C:36]([F:49])([F:48])[S:37](O[S:37]([C:36]([F:49])([F:48])[F:35])(=[O:39])=[O:38])(=[O:39])=[O:38].[Cl-].[NH4+]. The catalyst is ClCCl. The product is [CH2:7]([C:9]([C:27]1[CH:32]=[CH:31][C:30]([O:33][S:37]([C:36]([F:49])([F:48])[F:35])(=[O:39])=[O:38])=[C:29]([CH3:34])[CH:28]=1)([C:12]1[CH:17]=[CH:16][C:15](/[CH:18]=[CH:19]/[C:20]([CH2:21][CH3:22])([OH:23])[CH2:24][CH3:25])=[C:14]([CH3:26])[CH:13]=1)[CH2:10][CH3:11])[CH3:8]. The yield is 0.630. (4) The reactants are Br.Br[C:3]1[S:7][C:6]([NH2:8])=[N:5][CH:4]=1.C(=O)([O-])[O-].[K+].[K+].CN(C=O)C.[C:20]([O:24][CH2:25][CH3:26])(=[O:23])[CH2:21][SH:22]. The catalyst is C(OCC)(=O)C. The product is [NH2:8][C:6]1[S:7][C:3]([S:22][CH2:21][C:20]([O:24][CH2:25][CH3:26])=[O:23])=[CH:4][N:5]=1. The yield is 0.680. (5) The reactants are [Cl:1][C:2]1[CH:7]=[C:6](Cl)[N:5]2[N:9]=[C:10]([C:12]3[CH:17]=[CH:16][CH:15]=[CH:14][CH:13]=3)[CH:11]=[C:4]2[N:3]=1.[OH:18][CH2:19][CH2:20][N:21]1[CH2:26][CH2:25][NH:24][CH2:23][CH2:22]1. No catalyst specified. The product is [Cl:1][C:2]1[CH:7]=[C:6]([N:24]2[CH2:25][CH2:26][N:21]([CH2:20][CH2:19][OH:18])[CH2:22][CH2:23]2)[N:5]2[N:9]=[C:10]([C:12]3[CH:17]=[CH:16][CH:15]=[CH:14][CH:13]=3)[CH:11]=[C:4]2[N:3]=1. The yield is 1.00. (6) The reactants are [O:1]=[C:2]1[NH:6][CH2:5][C:4](=[O:7])[N:3]1[C:8]1[C:17]2[C:12](=[CH:13][CH:14]=[CH:15][CH:16]=2)[C:11]([C:18]#[N:19])=[CH:10][CH:9]=1.N[C@H](C(O)=O)C.C([O-])([O-])=O.[Na+].[Na+].[CH:32](=O)[C:33]1[C:34](=[CH:36][CH:37]=[CH:38][CH:39]=1)[OH:35]. The catalyst is O. The product is [OH:35][C:34]1[CH:36]=[CH:37][CH:38]=[CH:39][C:33]=1[CH:32]=[C:5]1[C:4](=[O:7])[N:3]([C:8]2[C:17]3[C:12](=[CH:13][CH:14]=[CH:15][CH:16]=3)[C:11]([C:18]#[N:19])=[CH:10][CH:9]=2)[C:2](=[O:1])[NH:6]1. The yield is 0.354. (7) The reactants are [CH3:1][C:2]([CH3:28])([CH2:16][CH2:17][O:18]COCC1C=CC=CC=1)[CH2:3][CH2:4][C:5]12[CH:14]=[CH:13][CH:12]=[CH:11][CH:10]1[C:9](=[O:15])[NH:8][C:6]2=[O:7].Cl. The catalyst is CO. The product is [CH3:1][C:2]([CH3:28])([CH2:16][CH2:17][OH:18])[CH2:3][CH2:4][C:5]12[CH:14]=[CH:13][CH:12]=[CH:11][CH:10]1[C:9](=[O:15])[NH:8][C:6]2=[O:7]. The yield is 0.932. (8) The reactants are Cl[C:2]1[N:7]=[C:6]([C:8]2[CH:13]=[CH:12][CH:11]=[CH:10][CH:9]=2)[N:5]=[C:4]([C:14]([NH:16][C:17]2[CH:22]=[CH:21][CH:20]=[CH:19][C:18]=2[C:23]2[S:24][C:25]([CH3:28])=[CH:26][N:27]=2)=[O:15])[CH:3]=1.[CH3:29][N:30]([CH3:34])[CH2:31][CH2:32][NH2:33]. The catalyst is C1COCC1.O. The product is [CH3:29][N:30]([CH3:34])[CH2:31][CH2:32][NH:33][C:2]1[N:7]=[C:6]([C:8]2[CH:13]=[CH:12][CH:11]=[CH:10][CH:9]=2)[N:5]=[C:4]([C:14]([NH:16][C:17]2[CH:22]=[CH:21][CH:20]=[CH:19][C:18]=2[C:23]2[S:24][C:25]([CH3:28])=[CH:26][N:27]=2)=[O:15])[CH:3]=1. The yield is 0.690.